Dataset: Full USPTO retrosynthesis dataset with 1.9M reactions from patents (1976-2016). Task: Predict the reactants needed to synthesize the given product. (1) Given the product [CH3:1][N:2]1[CH:6]=[C:5]([C:7]2[N:17]([C:19]3[CH:24]=[N:23][C:22]([CH3:25])=[CH:21][CH:20]=3)[N:18]=[C:9]([C:10]([O:12][CH2:13][CH3:14])=[O:11])[CH:8]=2)[N:4]=[CH:3]1, predict the reactants needed to synthesize it. The reactants are: [CH3:1][N:2]1[CH:6]=[C:5]([C:7](=O)[CH2:8][C:9](=O)[C:10]([O:12][CH2:13][CH3:14])=[O:11])[N:4]=[CH:3]1.[NH:17]([C:19]1[CH:20]=[CH:21][C:22]([CH3:25])=[N:23][CH:24]=1)[NH2:18].C(Cl)(Cl)Cl.C(=O)(O)[O-].[Na+]. (2) Given the product [Br:26][C:23]1[CH:24]=[CH:25][C:20]([O:12][CH2:11][CH:8]2[CH2:9][CH2:10][N:5]([CH2:4][C:3]([CH3:13])([CH3:14])[C:2]([F:1])([F:15])[F:16])[CH2:6][CH2:7]2)=[N:21][CH:22]=1, predict the reactants needed to synthesize it. The reactants are: [F:1][C:2]([F:16])([F:15])[C:3]([CH3:14])([CH3:13])[CH2:4][N:5]1[CH2:10][CH2:9][CH:8]([CH2:11][OH:12])[CH2:7][CH2:6]1.[H-].[Na+].Br[C:20]1[CH:25]=[CH:24][C:23]([Br:26])=[CH:22][N:21]=1.